The task is: Predict which catalyst facilitates the given reaction.. This data is from Catalyst prediction with 721,799 reactions and 888 catalyst types from USPTO. (1) Reactant: [Cl:1][C:2]1[N:6]2[CH2:7][CH2:8][NH:9][CH2:10][C:5]2=[C:4]([C:11]([O:13][CH3:14])=[O:12])[C:3]=1[C:15]1[CH:20]=[CH:19][CH:18]=[C:17]([C:21]#[N:22])[CH:16]=1.[C:23](O[C:23]([O:25][C:26]([CH3:29])([CH3:28])[CH3:27])=[O:24])([O:25][C:26]([CH3:29])([CH3:28])[CH3:27])=[O:24]. Product: [Cl:1][C:2]1[N:6]2[CH2:7][CH2:8][N:9]([C:23]([O:25][C:26]([CH3:29])([CH3:28])[CH3:27])=[O:24])[CH2:10][C:5]2=[C:4]([C:11]([O:13][CH3:14])=[O:12])[C:3]=1[C:15]1[CH:20]=[CH:19][CH:18]=[C:17]([C:21]#[N:22])[CH:16]=1. The catalyst class is: 4. (2) Reactant: [C:1]([C:5]1[N:9]([CH2:10][CH:11]2[CH2:16][CH2:15][O:14][CH2:13][CH2:12]2)[C:8]2[CH:17]=[CH:18][C:19]([S:21](Cl)(=[O:23])=[O:22])=[CH:20][C:7]=2[N:6]=1)([CH3:4])([CH3:3])[CH3:2].[CH:25]1([NH2:31])[CH2:30][CH2:29][CH2:28][CH2:27][CH2:26]1. Product: [C:1]([C:5]1[N:9]([CH2:10][CH:11]2[CH2:16][CH2:15][O:14][CH2:13][CH2:12]2)[C:8]2[CH:17]=[CH:18][C:19]([S:21]([NH:31][CH:25]3[CH2:30][CH2:29][CH2:28][CH2:27][CH2:26]3)(=[O:23])=[O:22])=[CH:20][C:7]=2[N:6]=1)([CH3:4])([CH3:3])[CH3:2]. The catalyst class is: 649.